Dataset: Forward reaction prediction with 1.9M reactions from USPTO patents (1976-2016). Task: Predict the product of the given reaction. (1) The product is: [CH:40]1([CH2:43][O:44][C:45]2[CH:53]=[CH:52][C:48]3[O:49][CH2:50][O:51][C:47]=3[C:46]=2[C:54]2[C:55]3[NH:62][CH:61]=[C:60]([C:63]([NH:2][C@@H:3]([CH2:33][C:34]4[CH:35]=[CH:36][CH:37]=[CH:38][CH:39]=4)[C:4]([N:6]4[CH2:7][CH2:8][CH:9]([N:12]5[N:21]=[C:20]([C:22]6[CH:27]=[CH:26][C:25]([O:28][CH3:29])=[C:24]([O:30][CH3:31])[CH:23]=6)[C@@H:19]6[C@@H:14]([CH2:15][CH2:16][CH2:17][CH2:18]6)[C:13]5=[O:32])[CH2:10][CH2:11]4)=[O:5])=[O:64])[C:56]=3[N:57]=[CH:58][N:59]=2)[CH2:41][CH2:42]1. Given the reactants Cl.[NH2:2][C@@H:3]([CH2:33][C:34]1[CH:39]=[CH:38][CH:37]=[CH:36][CH:35]=1)[C:4]([N:6]1[CH2:11][CH2:10][CH:9]([N:12]2[N:21]=[C:20]([C:22]3[CH:27]=[CH:26][C:25]([O:28][CH3:29])=[C:24]([O:30][CH3:31])[CH:23]=3)[C@@H:19]3[C@@H:14]([CH2:15][CH2:16][CH2:17][CH2:18]3)[C:13]2=[O:32])[CH2:8][CH2:7]1)=[O:5].[CH:40]1([CH2:43][O:44][C:45]2[CH:53]=[CH:52][C:48]3[O:49][CH2:50][O:51][C:47]=3[C:46]=2[C:54]2[C:55]3[NH:62][CH:61]=[C:60]([C:63](O)=[O:64])[C:56]=3[N:57]=[CH:58][N:59]=2)[CH2:42][CH2:41]1.CN(C(ON1N=NC2C=CC=CC1=2)=[N+](C)C)C.F[P-](F)(F)(F)(F)F.CCN(C(C)C)C(C)C.C(=O)(O)[O-].[Na+], predict the reaction product. (2) Given the reactants Cl[C:2]1[C:3]2[CH2:16][S:15][CH2:14][C:4]=2[N:5]=[C:6]([C:8]2[S:9][C:10]([Cl:13])=[CH:11][CH:12]=2)[N:7]=1.[NH:17]1[C:25]2[C:20](=[CH:21][CH:22]=[C:23]([O:26][CH2:27][C:28]([O:30][CH2:31][CH3:32])=[O:29])[CH:24]=2)[CH2:19][CH2:18]1, predict the reaction product. The product is: [Cl:13][C:10]1[S:9][C:8]([C:6]2[N:7]=[C:2]([N:17]3[C:25]4[C:20](=[CH:21][CH:22]=[C:23]([O:26][CH2:27][C:28]([O:30][CH2:31][CH3:32])=[O:29])[CH:24]=4)[CH2:19][CH2:18]3)[C:3]3[CH2:16][S:15][CH2:14][C:4]=3[N:5]=2)=[CH:12][CH:11]=1. (3) Given the reactants CO.C[C:4]1[C:9]([CH:10]=O)=[CH:8][N:7]=[C:6]([NH:12][CH2:13][CH2:14][CH2:15][CH:16]2[CH2:21][CH2:20][N:19]([CH3:22])[CH2:18][CH2:17]2)[N:5]=1.[F:23][C:24]1[C:25]([CH3:32])=[C:26]([NH2:31])[C:27]([NH2:30])=[CH:28][CH:29]=1, predict the reaction product. The product is: [F:23][C:24]1[CH:29]=[CH:28][C:27]2[NH:30][C:10]([C:9]3[CH:8]=[N:7][C:6]([NH:12][CH2:13][CH2:14][CH2:15][CH:16]4[CH2:17][CH2:18][N:19]([CH3:22])[CH2:20][CH2:21]4)=[N:5][CH:4]=3)=[N:31][C:26]=2[C:25]=1[CH3:32]. (4) Given the reactants [F:1][C:2]1[CH:3]=[C:4]([NH:8][C:9]2[N:10]=[CH:11][C:12]([C:20]([N:22]3[CH2:27][CH2:26][O:25][CH2:24][CH2:23]3)=[O:21])=[C:13]3[C:17]([CH3:18])=[CH:16][N:15]([CH3:19])[C:14]=23)[CH:5]=[CH:6][CH:7]=1.[ClH:28], predict the reaction product. The product is: [ClH:28].[F:1][C:2]1[CH:3]=[C:4]([NH:8][C:9]2[N:10]=[CH:11][C:12]([C:20]([N:22]3[CH2:23][CH2:24][O:25][CH2:26][CH2:27]3)=[O:21])=[C:13]3[C:17]([CH3:18])=[CH:16][N:15]([CH3:19])[C:14]=23)[CH:5]=[CH:6][CH:7]=1. (5) Given the reactants [Cl:1][C:2]1[CH:25]=[CH:24][C:5]([C:6](=[O:23])[CH2:7][N:8]2[C:12]3[CH:13]=[CH:14][CH:15]=[CH:16][C:11]=3[N:10]=[C:9]2[C:17]2[C:18]([NH2:22])=[N:19][O:20][N:21]=2)=[CH:4][CH:3]=1.[C:26](=O)([O-])[O-].[K+].[K+].COS(OC)(=O)=O, predict the reaction product. The product is: [CH3:26][NH:22][C:18]1[C:17]([C:9]2[N:8]([CH2:7][C:6]([C:5]3[CH:4]=[CH:3][C:2]([Cl:1])=[CH:25][CH:24]=3)=[O:23])[C:12]3[CH:13]=[CH:14][CH:15]=[CH:16][C:11]=3[N:10]=2)=[N:21][O:20][N:19]=1.